Predict the reaction yield, written as a fraction of the theoretical maximum amount of product (1.0 means a 100% yield; for example, 0.34 means a 34% yield). From a dataset of Reaction yield outcomes from USPTO patents with 853,638 reactions. (1) The reactants are [Cl:1][C:2]1[C:7]([O:8][CH3:9])=[CH:6][C:5]([O:10][CH3:11])=[C:4]([Cl:12])[C:3]=1[NH:13][C:14](=[O:39])[N:15]([C:23]1[CH:28]=[C:27]([NH:29][C:30]2[CH:35]=[CH:34][CH:33]=[CH:32][C:31]=2[N+:36]([O-])=O)[N:26]=[CH:25][N:24]=1)[CH2:16][C:17]1[CH:18]=[N:19][CH:20]=[CH:21][CH:22]=1. The product is [NH2:36][C:31]1[CH:32]=[CH:33][CH:34]=[CH:35][C:30]=1[NH:29][C:27]1[N:26]=[CH:25][N:24]=[C:23]([N:15]([CH2:16][C:17]2[CH:18]=[N:19][CH:20]=[CH:21][CH:22]=2)[C:14]([NH:13][C:3]2[C:2]([Cl:1])=[C:7]([O:8][CH3:9])[CH:6]=[C:5]([O:10][CH3:11])[C:4]=2[Cl:12])=[O:39])[CH:28]=1. The catalyst is CC(O)=O.[Fe]. The yield is 0.660. (2) The reactants are FC(F)(F)C([NH:5][CH:6]1[CH2:15][CH2:14][C:13]2[C:8](=[CH:9][C:10]([NH:16][C:17]3[N:22]=[C:21]([C:23]4[C:24]([C:32]5[CH:37]=[CH:36][CH:35]=[C:34]([NH:38][C:39](=[O:46])[CH2:40][C:41]6[S:42][CH:43]=[CH:44][CH:45]=6)[CH:33]=5)=[N:25][N:26]5[CH:31]=[CH:30][CH:29]=[CH:28][C:27]=45)[CH:20]=[CH:19][N:18]=3)=[CH:11][CH:12]=2)[CH2:7]1)=O.[Li+].[OH-]. The catalyst is CO. The product is [NH2:5][CH:6]1[CH2:7][C:8]2[CH:9]=[C:10]([NH:16][C:17]3[N:22]=[C:21]([C:23]4[C:24]([C:32]5[CH:33]=[C:34]([NH:38][C:39](=[O:46])[CH2:40][C:41]6[S:42][CH:43]=[CH:44][CH:45]=6)[CH:35]=[CH:36][CH:37]=5)=[N:25][N:26]5[CH:31]=[CH:30][CH:29]=[CH:28][C:27]=45)[CH:20]=[CH:19][N:18]=3)[CH:11]=[CH:12][C:13]=2[CH2:14][CH2:15]1. The yield is 0.510. (3) The reactants are [CH:1]1([NH:6][C:7]2[N:16]=[CH:15][C:14]3[CH2:13][CH2:12][C:11]4[C:17]([C:21]([O-])=[O:22])=[N:18][N:19]([CH3:20])[C:10]=4[C:9]=3[N:8]=2)[CH2:5][CH2:4][CH2:3][CH2:2]1.[K+].C(Cl)(=O)C(Cl)=O.Cl.[CH3:32][NH:33][OH:34].C(N(CC)CC)C. The catalyst is ClCCl.CN(C)C=O. The product is [CH:1]1([NH:6][C:7]2[N:16]=[CH:15][C:14]3[CH2:13][CH2:12][C:11]4[C:17]([C:21]([N:33]([OH:34])[CH3:32])=[O:22])=[N:18][N:19]([CH3:20])[C:10]=4[C:9]=3[N:8]=2)[CH2:2][CH2:3][CH2:4][CH2:5]1. The yield is 0.600. (4) The reactants are Br[C:2]1[CH:3]=[C:4]([S:8][CH2:9][C:10]([NH:12][CH:13]2[CH2:15][CH2:14]2)=[O:11])[CH:5]=[CH:6][CH:7]=1.[B:16]1([B:16]2[O:20][C:19]([CH3:22])([CH3:21])[C:18]([CH3:24])([CH3:23])[O:17]2)[O:20][C:19]([CH3:22])([CH3:21])[C:18]([CH3:24])([CH3:23])[O:17]1.C([O-])(=O)C.[K+]. The catalyst is O1CCOCC1.CCOC(C)=O.C1C=CC(P(C2C=CC=CC=2)[C-]2C=CC=C2)=CC=1.C1C=CC(P(C2C=CC=CC=2)[C-]2C=CC=C2)=CC=1.Cl[Pd]Cl.[Fe+2]. The product is [CH:13]1([NH:12][C:10](=[O:11])[CH2:9][S:8][C:4]2[CH:5]=[CH:6][CH:7]=[C:2]([B:16]3[O:20][C:19]([CH3:22])([CH3:21])[C:18]([CH3:24])([CH3:23])[O:17]3)[CH:3]=2)[CH2:15][CH2:14]1. The yield is 0.820. (5) The reactants are [Cl:1][C:2]1[CH:3]=[C:4]([CH3:33])[C:5]([CH2:8][N:9]([CH2:16][C:17]2[C:22]([C:23]([C:26]3[CH:31]=[CH:30][C:29]([F:32])=[CH:28][CH:27]=3)([CH3:25])[CH3:24])=[CH:21][CH:20]=[CH:19][N:18]=2)[CH:10]2[CH2:15][CH2:14][NH:13][CH2:12][CH2:11]2)=[N:6][CH:7]=1.[O:34]([C:41]([NH:43][OH:44])=O)C1C=CC=CC=1. The catalyst is C1COCC1. The product is [OH:44][NH:43][C:41]([N:13]1[CH2:14][CH2:15][CH:10]([N:9]([CH2:8][C:5]2[C:4]([CH3:33])=[CH:3][C:2]([Cl:1])=[CH:7][N:6]=2)[CH2:16][C:17]2[C:22]([C:23]([C:26]3[CH:31]=[CH:30][C:29]([F:32])=[CH:28][CH:27]=3)([CH3:25])[CH3:24])=[CH:21][CH:20]=[CH:19][N:18]=2)[CH2:11][CH2:12]1)=[O:34]. The yield is 0.450. (6) The reactants are [H-].[Na+].[CH2:3]([CH2:13]/[C:14](/[CH3:23])=[CH:15]/[CH2:16][CH2:17]/[C:18](/[CH3:22])=[CH:19]/[CH2:20][OH:21])/[CH:4]=[C:5](/[CH2:7][CH2:8][CH:9]=[C:10]([CH3:12])[CH3:11])\[CH3:6].[N:24]1[CH:29]=[CH:28][CH:27]=[C:26]([N:30]=[C:31]=[S:32])[CH:25]=1. The catalyst is C1COCC1. The product is [N:24]1[CH:29]=[CH:28][CH:27]=[C:26]([NH:30][C:31](=[S:32])[O:21][CH2:20]/[CH:19]=[C:18](\[CH3:22])/[CH2:17][CH2:16]/[CH:15]=[C:14](\[CH3:23])/[CH2:13][CH2:3]/[CH:4]=[C:5](\[CH3:6])/[CH2:7][CH2:8][CH:9]=[C:10]([CH3:12])[CH3:11])[CH:25]=1. The yield is 0.700. (7) The yield is 1.00. The catalyst is C(Cl)Cl. The reactants are [CH3:1][S:2](Cl)(=[O:4])=[O:3].[C:6]([C:10]1[CH:11]=[C:12]([NH:26][C:27]([NH:29][C@@H:30]2[C:39]3[C:34](=[CH:35][CH:36]=[CH:37][CH:38]=3)[C@H:33]([O:40][C:41]3[CH:42]=[CH:43][C:44]4[N:45]([C:47]([N:50]5[CH2:54][CH2:53][CH2:52][C@@H:51]5[CH3:55])=[N:48][N:49]=4)[CH:46]=3)[CH2:32][CH2:31]2)=[O:28])[N:13]([C:15]2[CH:20]=[CH:19][C:18]([Cl:21])=[C:17]([O:22][CH2:23][CH2:24][OH:25])[CH:16]=2)[N:14]=1)([CH3:9])([CH3:8])[CH3:7].CCN(C(C)C)C(C)C. The product is [C:6]([C:10]1[CH:11]=[C:12]([NH:26][C:27]([NH:29][C@@H:30]2[C:39]3[C:34](=[CH:35][CH:36]=[CH:37][CH:38]=3)[C@H:33]([O:40][C:41]3[CH:42]=[CH:43][C:44]4[N:45]([C:47]([N:50]5[CH2:54][CH2:53][CH2:52][C@@H:51]5[CH3:55])=[N:48][N:49]=4)[CH:46]=3)[CH2:32][CH2:31]2)=[O:28])[N:13]([C:15]2[CH:20]=[CH:19][C:18]([Cl:21])=[C:17]([CH:16]=2)[O:22][CH2:23][CH2:24][O:25][S:2]([CH3:1])(=[O:4])=[O:3])[N:14]=1)([CH3:9])([CH3:7])[CH3:8]. (8) The reactants are [Si]([O:8][CH:9]([C:22]1[O:23][C:24]([C:27]2[CH:28]=[C:29]([OH:33])[CH:30]=[CH:31][CH:32]=2)=[CH:25][N:26]=1)[CH2:10][CH2:11][CH2:12][CH2:13][CH2:14][CH2:15][C:16]1[CH:21]=[CH:20][CH:19]=[CH:18][CH:17]=1)(C(C)(C)C)(C)C. The catalyst is CCOC(C)=O. The product is [OH:33][C:29]1[CH:28]=[C:27]([C:24]2[O:23][C:22]([C:9](=[O:8])[CH2:10][CH2:11][CH2:12][CH2:13][CH2:14][CH2:15][C:16]3[CH:17]=[CH:18][CH:19]=[CH:20][CH:21]=3)=[N:26][CH:25]=2)[CH:32]=[CH:31][CH:30]=1. The yield is 0.270. (9) The reactants are Br[C:2]1[CH:7]=[CH:6][C:5]([Cl:8])=[CH:4][C:3]=1[CH3:9].[N:10]1([C:16]([O:18][C:19]([CH3:22])([CH3:21])[CH3:20])=[O:17])[CH2:15][CH2:14][NH:13][CH2:12][CH2:11]1.C(P(C(C)(C)C)C(C)(C)C)(C)(C)C.C(=O)([O-])[O-].[Cs+].[Cs+]. The catalyst is C1(C)C=CC=CC=1.[Pd].[Pd].C(=CC(C=CC1C=CC=CC=1)=O)C1C=CC=CC=1.C(=CC(C=CC1C=CC=CC=1)=O)C1C=CC=CC=1.C(=CC(C=CC1C=CC=CC=1)=O)C1C=CC=CC=1. The product is [C:19]([O:18][C:16]([N:10]1[CH2:15][CH2:14][N:13]([C:2]2[CH:7]=[CH:6][C:5]([Cl:8])=[CH:4][C:3]=2[CH3:9])[CH2:12][CH2:11]1)=[O:17])([CH3:22])([CH3:20])[CH3:21]. The yield is 0.200. (10) The reactants are C([O:3][C:4]([C:6]1[CH:24]=[CH:23][C:9]([C:10]([C:12]2[CH:21]=[CH:20][C:15]([C:16](OC)=[O:17])=[CH:14][C:13]=2[OH:22])=O)=[CH:8][CH:7]=1)=O)C.[H-].[Al+3].[Li+].[H-].[H-].[H-].O.[OH-].[Na+]. The catalyst is O1CCCC1.CO. The product is [OH:17][CH2:16][C:15]1[CH:20]=[CH:21][C:12]([CH2:10][C:9]2[CH:8]=[CH:7][C:6]([CH2:4][OH:3])=[CH:24][CH:23]=2)=[C:13]([OH:22])[CH:14]=1. The yield is 0.510.